Dataset: Forward reaction prediction with 1.9M reactions from USPTO patents (1976-2016). Task: Predict the product of the given reaction. (1) Given the reactants [CH2:1]([N:6]([CH3:30])[C:7]([C@@H:9]([NH:22]C(=O)OC(C)(C)C)[CH2:10][C:11]1[CH:16]=[CH:15][C:14]([O:17]C(C)(C)C)=[CH:13][CH:12]=1)=[O:8])[CH2:2][CH:3]([CH3:5])[CH3:4].C1(SC)C=CC=CC=1.[C:39]([OH:45])([C:41]([F:44])([F:43])[F:42])=[O:40], predict the reaction product. The product is: [F:42][C:41]([F:44])([F:43])[C:39]([OH:45])=[O:40].[NH2:22][C@@H:9]([CH2:10][C:11]1[CH:16]=[CH:15][C:14]([OH:17])=[CH:13][CH:12]=1)[C:7]([N:6]([CH2:1][CH2:2][CH:3]([CH3:5])[CH3:4])[CH3:30])=[O:8]. (2) Given the reactants Cl.[CH3:2][C:3]1[N:4]=[C:5]([C:13]2[CH:18]=[CH:17][CH:16]=[CH:15][CH:14]=2)[N:6]2[C:11]=1[CH:10]=[N:9][C:8]([NH2:12])=[N:7]2.Br[C:20]1[CH:21]=[C:22]([CH2:26][CH2:27][S:28]([OH:31])(=[O:30])=[O:29])[CH:23]=[CH:24][CH:25]=1.C(P(C(C)(C)C)C1C=CC=CC=1C1C=CC=CC=1)(C)(C)C.CC(C)([O-])C.[Na+], predict the reaction product. The product is: [CH3:2][C:3]1[N:4]=[C:5]([C:13]2[CH:14]=[CH:15][CH:16]=[CH:17][CH:18]=2)[N:6]2[C:11]=1[CH:10]=[N:9][C:8]([NH:12][C:20]1[CH:21]=[C:22]([CH2:26][CH2:27][S:28]([OH:31])(=[O:30])=[O:29])[CH:23]=[CH:24][CH:25]=1)=[N:7]2. (3) Given the reactants [NH2:1][CH2:2][CH2:3][NH:4][C:5](=[O:11])[O:6][C:7]([CH3:10])([CH3:9])[CH3:8].[CH:12](=O)[C:13]1[CH:18]=[CH:17][CH:16]=[CH:15][CH:14]=1.[O-]S([O-])(=O)=O.[Mg+2].CCN(CC)CC, predict the reaction product. The product is: [CH2:12]([NH:1][CH2:2][CH2:3][NH:4][C:5](=[O:11])[O:6][C:7]([CH3:8])([CH3:10])[CH3:9])[C:13]1[CH:18]=[CH:17][CH:16]=[CH:15][CH:14]=1.